This data is from Forward reaction prediction with 1.9M reactions from USPTO patents (1976-2016). The task is: Predict the product of the given reaction. (1) Given the reactants [C:1]1([N:7]2[C:11]3([CH2:16][CH2:15][NH:14][CH2:13][CH2:12]3)[C:10](=[O:17])[NH:9][CH2:8]2)[CH:6]=[CH:5][CH:4]=[CH:3][CH:2]=1.[C:18]([O:22][C:23](O[C:23]([O:22][C:18]([CH3:21])([CH3:20])[CH3:19])=[O:24])=[O:24])([CH3:21])([CH3:20])[CH3:19].C(N(C(C)C)CC)(C)C, predict the reaction product. The product is: [C:18]([O:22][C:23]([N:14]1[CH2:13][CH2:12][C:11]2([N:7]([C:1]3[CH:2]=[CH:3][CH:4]=[CH:5][CH:6]=3)[CH2:8][NH:9][C:10]2=[O:17])[CH2:16][CH2:15]1)=[O:24])([CH3:21])([CH3:20])[CH3:19]. (2) Given the reactants [Cl:1][C:2]1[CH:10]=[CH:9][C:8]([C:11]2[N:12]([C:22]([O:24][C:25]([CH3:28])([CH3:27])[CH3:26])=[O:23])[C:13]3[C:18]([CH:19]=2)=[CH:17][C:16]([CH:20]=O)=[CH:15][CH:14]=3)=[C:7]2[C:3]=1[CH2:4][NH:5][C:6]2=[O:29].[NH2:30][C:31]1[CH:36]=[CH:35][CH:34]=[CH:33][CH:32]=1.C(O)(=O)C.C(O[BH-](OC(=O)C)OC(=O)C)(=O)C.[Na+].Cl, predict the reaction product. The product is: [Cl:1][C:2]1[CH:10]=[CH:9][C:8]([C:11]2[N:12]([C:22]([O:24][C:25]([CH3:27])([CH3:28])[CH3:26])=[O:23])[C:13]3[C:18]([CH:19]=2)=[CH:17][C:16]([CH2:20][NH:30][C:31]2[CH:36]=[CH:35][CH:34]=[CH:33][CH:32]=2)=[CH:15][CH:14]=3)=[C:7]2[C:3]=1[CH2:4][NH:5][C:6]2=[O:29]. (3) The product is: [C:1]([O:5][C:6]([NH:8][C:9]1[CH:10]=[CH:11][C:12]([C:25]([C:26]#[N:27])=[CH2:28])=[C:13]([CH:24]=1)[CH2:14][N:15]([CH3:23])[C:16](=[O:22])[O:17][C:18]([CH3:19])([CH3:20])[CH3:21])=[O:7])([CH3:4])([CH3:2])[CH3:3]. Given the reactants [C:1]([O:5][C:6]([NH:8][C:9]1[CH:10]=[CH:11][C:12]([CH2:25][C:26]#[N:27])=[C:13]([CH:24]=1)[CH2:14][N:15]([CH3:23])[C:16](=[O:22])[O:17][C:18]([CH3:21])([CH3:20])[CH3:19])=[O:7])([CH3:4])([CH3:3])[CH3:2].[C:28](=O)([O-])[O-].[K+].[K+].C=O.C(N(CCOCCOC)CCOCCOC)COCCOC, predict the reaction product. (4) Given the reactants [N:1]1([C:7](OC(C)(C)C)=O)[CH2:6][CH2:5][NH:4][CH2:3][CH2:2]1.[Br:14][C:15]1[CH:16]=[C:17]([Cl:22])C(Cl)=[N:19][CH:20]=1.CCN(C(C)C)C(C)C.C(O)(C(F)(F)F)=O, predict the reaction product. The product is: [Br:14][C:15]1[CH:16]=[C:17]([Cl:22])[C:7]([N:1]2[CH2:2][CH2:3][NH:4][CH2:5][CH2:6]2)=[N:19][CH:20]=1. (5) Given the reactants Cl[C:2]1[C:3]2[S:10][C:9]([C:11]([NH2:13])=[O:12])=[CH:8][C:4]=2[N:5]=[CH:6][N:7]=1.[CH2:14]([NH2:16])[CH3:15], predict the reaction product. The product is: [CH2:14]([NH:16][C:2]1[C:3]2[S:10][C:9]([C:11]([NH2:13])=[O:12])=[CH:8][C:4]=2[N:5]=[CH:6][N:7]=1)[CH3:15]. (6) Given the reactants [C:1]([O:4][C@H:5]1[C@@H:14]2[O:15]C(C)(C)[O:17][C@:13]32[C@H:8]([C@H:9]([C:21]([CH3:25])=[C:22]([F:24])[F:23])[CH2:10][CH2:11][C@@H:12]3[CH3:20])[CH:7]=[C:6]1[CH3:26])(=[O:3])[CH3:2].C1(C)C=CC(S(O)(=O)=O)=CC=1, predict the reaction product. The product is: [C:1]([O:4][C@@H:5]1[C:6]([CH3:26])=[CH:7][C@@H:8]2[C@@:13]([OH:17])([C@@H:12]([CH3:20])[CH2:11][CH2:10][C@H:9]2[C:21]([CH3:25])=[C:22]([F:24])[F:23])[C@H:14]1[OH:15])(=[O:3])[CH3:2]. (7) Given the reactants [Br:1][C:2]1[CH:3]=[C:4]([CH:8]=O)[CH:5]=[N:6][CH:7]=1.[CH3:10][N:11]1[CH2:16][CH2:15][NH:14][CH2:13][CH2:12]1.C(O[BH-](OC(=O)C)OC(=O)C)(=O)C.[Na+], predict the reaction product. The product is: [Br:1][C:2]1[CH:3]=[C:4]([CH2:8][N:14]2[CH2:15][CH2:16][N:11]([CH3:10])[CH2:12][CH2:13]2)[CH:5]=[N:6][CH:7]=1. (8) Given the reactants [Br:1][C:2]1[C:3]([CH2:12][O:13][CH:14]2[CH:19]([C:20]3[CH:25]=[CH:24][C:23]([O:26][CH2:27][CH2:28][CH2:29][O:30][CH2:31][C:32]4[CH:37]=[CH:36][CH:35]=[CH:34][C:33]=4[O:38][CH3:39])=[CH:22][CH:21]=3)[CH2:18][CH2:17][N:16]([C:40]([O:42][CH2:43][C:44]3[CH:49]=[CH:48][CH:47]=[CH:46][CH:45]=3)=[O:41])[CH2:15]2)=[CH:4][CH:5]=[C:6]2[C:10]=1[NH:9][CH:8]=[C:7]2[CH3:11].[H-].[Na+].Cl[CH2:53][CH2:54][CH2:55][O:56][CH3:57].C(=O)([O-])O.[Na+], predict the reaction product. The product is: [Br:1][C:2]1[C:3]([CH2:12][O:13][CH:14]2[CH:19]([C:20]3[CH:21]=[CH:22][C:23]([O:26][CH2:27][CH2:28][CH2:29][O:30][CH2:31][C:32]4[CH:37]=[CH:36][CH:35]=[CH:34][C:33]=4[O:38][CH3:39])=[CH:24][CH:25]=3)[CH2:18][CH2:17][N:16]([C:40]([O:42][CH2:43][C:44]3[CH:45]=[CH:46][CH:47]=[CH:48][CH:49]=3)=[O:41])[CH2:15]2)=[CH:4][CH:5]=[C:6]2[C:10]=1[N:9]([CH2:53][CH2:54][CH2:55][O:56][CH3:57])[CH:8]=[C:7]2[CH3:11].